This data is from Full USPTO retrosynthesis dataset with 1.9M reactions from patents (1976-2016). The task is: Predict the reactants needed to synthesize the given product. (1) Given the product [Br:16][C:8]1[CH:7]=[C:6]([C:9]([F:12])([F:11])[F:10])[CH:5]=[C:4]([N+:13]([O-:15])=[O:14])[C:3]=1[NH:2][CH3:1], predict the reactants needed to synthesize it. The reactants are: [CH3:1][NH:2][C:3]1[CH:8]=[CH:7][C:6]([C:9]([F:12])([F:11])[F:10])=[CH:5][C:4]=1[N+:13]([O-:15])=[O:14].[Br:16]N1C(=O)CCC1=O.C(=O)([O-])O.[Na+]. (2) Given the product [S:17]1[CH:21]=[CH:20][N:19]2[C:2]([CH2:5][C:6]3[CH:16]=[CH:15][C:9]4[N:10]=[C:11]([S:13][CH3:14])[S:12][C:8]=4[CH:7]=3)=[CH:3][N:22]=[C:18]12, predict the reactants needed to synthesize it. The reactants are: Cl[CH:2]([CH2:5][C:6]1[CH:16]=[CH:15][C:9]2[N:10]=[C:11]([S:13][CH3:14])[S:12][C:8]=2[CH:7]=1)[CH:3]=O.[S:17]1[CH:21]=[CH:20][N:19]=[C:18]1[NH2:22].O. (3) Given the product [CH3:1][CH2:2][CH:3]=[CH:4][CH2:5][CH3:6].[CH2:7]=[CH:8][CH2:9][CH2:10][CH2:11][CH3:12], predict the reactants needed to synthesize it. The reactants are: [CH3:1][CH2:2][CH:3]=[CH:4][CH2:5][CH3:6].[CH3:7][CH2:8]/[CH:9]=[CH:10]\[CH2:11][CH3:12].CC/C=C/CC. (4) Given the product [C:14]([O:12][C:11]1[C:10]([CH3:13])=[CH:9][C:4]([C:5]([O:7][CH3:8])=[O:6])=[CH:3][C:2]=1[CH3:1])(=[O:16])[CH3:15], predict the reactants needed to synthesize it. The reactants are: [CH3:1][C:2]1[CH:3]=[C:4]([CH:9]=[C:10]([CH3:13])[C:11]=1[OH:12])[C:5]([O:7][CH3:8])=[O:6].[C:14](OC(=O)C)(=[O:16])[CH3:15]. (5) Given the product [F:37][C:36]([F:39])([F:38])[C:34]([OH:40])=[O:35].[NH2:8][CH2:9][CH2:10][CH2:11][O:12][C:13]1[CH:22]=[C:21]2[C:16]([C:17]([NH:23][C:24]3[CH:29]=[CH:28][C:27]([Cl:30])=[CH:26][C:25]=3[F:31])=[N:18][CH:19]=[N:20]2)=[CH:15][C:14]=1[O:32][CH3:33], predict the reactants needed to synthesize it. The reactants are: C(OC([NH:8][CH2:9][CH2:10][CH2:11][O:12][C:13]1[CH:22]=[C:21]2[C:16]([C:17]([NH:23][C:24]3[CH:29]=[CH:28][C:27]([Cl:30])=[CH:26][C:25]=3[F:31])=[N:18][CH:19]=[N:20]2)=[CH:15][C:14]=1[O:32][CH3:33])=O)(C)(C)C.[C:34]([OH:40])([C:36]([F:39])([F:38])[F:37])=[O:35]. (6) The reactants are: Br[C:2]1[CH:3]=[C:4]([C:8]2([C:18]3[CH:23]=[CH:22][N:21]=[C:20]([Cl:24])[CH:19]=3)[C:16]3[C:11](=[CH:12][CH:13]=[CH:14][CH:15]=3)[C:10]([NH2:17])=[N:9]2)[CH:5]=[CH:6][CH:7]=1.[N:25]1[CH:30]=[C:29](B(O)O)[CH:28]=[N:27][CH:26]=1. Given the product [Cl:24][C:20]1[CH:19]=[C:18]([C:8]2([C:4]3[CH:5]=[CH:6][CH:7]=[C:2]([C:29]4[CH:30]=[N:25][CH:26]=[N:27][CH:28]=4)[CH:3]=3)[C:16]3[C:11](=[CH:12][CH:13]=[CH:14][CH:15]=3)[C:10]([NH2:17])=[N:9]2)[CH:23]=[CH:22][N:21]=1, predict the reactants needed to synthesize it. (7) Given the product [Cl:1][C:2]1[CH:7]=[C:6]([Cl:8])[CH:5]=[CH:4][C:3]=1[C:9](=[O:20])[C:10]([C:15]1[NH:16][CH:33]=[C:34]([CH3:36])[N:35]=1)=[CH:11][N:12]([CH3:13])[CH3:14], predict the reactants needed to synthesize it. The reactants are: [Cl:1][C:2]1[CH:7]=[C:6]([Cl:8])[CH:5]=[CH:4][C:3]=1[C:9](=[O:20])[C:10]([C:15]1C=CN[N:16]=1)=[CH:11][N:12]([CH3:14])[CH3:13].ClC1C=C(Cl)C=CC=1C(=O)CC1N[CH:33]=[C:34]([CH3:36])[N:35]=1.